This data is from Full USPTO retrosynthesis dataset with 1.9M reactions from patents (1976-2016). The task is: Predict the reactants needed to synthesize the given product. (1) Given the product [C:1]([O:5][CH:6]([C:11]1[C:16]([CH3:17])=[CH:15][CH:14]=[C:13]([CH:18]2[CH2:32][CH2:19]2)[C:12]=1[C:20]1[C:21]([CH3:30])=[C:22]2[C:27](=[CH:28][CH:29]=1)[O:26][CH2:25][CH2:24][CH2:23]2)[C:7]([O:9][CH3:10])=[O:8])([CH3:4])([CH3:2])[CH3:3], predict the reactants needed to synthesize it. The reactants are: [C:1]([O:5][CH:6]([C:11]1[C:16]([CH3:17])=[CH:15][CH:14]=[C:13]([CH:18]=[CH2:19])[C:12]=1[C:20]1[C:21]([CH3:30])=[C:22]2[C:27](=[CH:28][CH:29]=1)[O:26][CH2:25][CH2:24][CH2:23]2)[C:7]([O:9][CH3:10])=[O:8])([CH3:4])([CH3:3])[CH3:2].I[CH2:32]I.C([Zn]CC)C.C1(C)C=CC=CC=1. (2) Given the product [F:2][CH2:3][S:4]([C:7]1[CH:8]=[CH:9][C:10]([N:13]2[C:19]([C:21]3[CH:26]=[CH:25][C:24]([C:27]4[O:28][CH:29]=[CH:30][CH:31]=4)=[CH:23][CH:22]=3)=[CH:18][C:17]([C:16]([F:34])([F:15])[F:33])=[N:14]2)=[CH:11][CH:12]=1)(=[O:6])=[O:5], predict the reactants needed to synthesize it. The reactants are: Cl.[F:2][CH2:3][S:4]([C:7]1[CH:12]=[CH:11][C:10]([NH:13][NH2:14])=[CH:9][CH:8]=1)(=[O:6])=[O:5].[F:15][C:16]([F:34])([F:33])[C:17](=O)[CH2:18][C:19]([C:21]1[CH:26]=[CH:25][C:24]([C:27]2[O:28][CH:29]=[CH:30][CH:31]=2)=[CH:23][CH:22]=1)=O. (3) Given the product [F:5][C:6]1[CH:14]=[CH:13][C:9]([C:10]([N:2]([O:3][CH3:4])[CH3:1])=[O:11])=[CH:8][CH:7]=1, predict the reactants needed to synthesize it. The reactants are: [CH3:1][NH:2][O:3][CH3:4].[F:5][C:6]1[CH:14]=[CH:13][C:9]([C:10](Cl)=[O:11])=[CH:8][CH:7]=1.[NH4+].[Cl-]. (4) Given the product [CH3:1][O:2][CH2:3][O:4][C:5]1[CH:6]=[N:7][CH:8]=[CH:9][C:10]=1[CH:27]=[O:28], predict the reactants needed to synthesize it. The reactants are: [CH3:1][O:2][CH2:3][O:4][C:5]1[CH:6]=[N:7][CH:8]=[CH:9][CH:10]=1.CN(CCN(C)C)C.[Li]CCCC.CN([CH:27]=[O:28])C.[Cl-].[NH4+]. (5) The reactants are: [F:1][C:2]1[CH:7]=[C:6]([O:8]C)[CH:5]=[C:4]([F:10])[C:3]=1[C:11]1[N:12]([S:29]([C:32]([F:35])([F:34])[F:33])(=[O:31])=[O:30])[C:13]2[C:18]([CH:19]=1)=[CH:17][C:16]([C:20]1[CH:27]=[CH:26][C:23]([C:24]#[N:25])=[CH:22][C:21]=1[CH3:28])=[CH:15][CH:14]=2.[Li+].[I-].Cl. Given the product [F:10][C:4]1[CH:5]=[C:6]([OH:8])[CH:7]=[C:2]([F:1])[C:3]=1[C:11]1[N:12]([S:29]([C:32]([F:34])([F:33])[F:35])(=[O:31])=[O:30])[C:13]2[C:18]([CH:19]=1)=[CH:17][C:16]([C:20]1[CH:27]=[CH:26][C:23]([C:24]#[N:25])=[CH:22][C:21]=1[CH3:28])=[CH:15][CH:14]=2, predict the reactants needed to synthesize it. (6) Given the product [CH:21]([C:20]1[C:19]2[CH:24]=[CH:25][C:26]([C:28]([F:29])([F:30])[F:31])=[CH:27][C:18]=2[S:17][C:16]=1[CH2:15][CH2:14][C:11]1[C:10]2[CH:32]=[C:33]([CH3:34])[C:7]([C:3](=[CH2:2])[C:4]([OH:6])=[O:5])=[CH:8][C:9]=2[O:13][N:12]=1)([CH3:23])[CH3:22], predict the reactants needed to synthesize it. The reactants are: C[CH:2]=[C:3]([C:7]1[C:33]([CH3:34])=[CH:32][C:10]2[C:11]([CH2:14][CH2:15][C:16]3[S:17][C:18]4[CH:27]=[C:26]([C:28]([F:31])([F:30])[F:29])[CH:25]=[CH:24][C:19]=4[C:20]=3[CH:21]([CH3:23])[CH3:22])=[N:12][O:13][C:9]=2[CH:8]=1)[C:4]([O-:6])=[O:5].[OH-].[Na+].Cl. (7) Given the product [CH3:24][S:21]([O:1][CH:2]1[CH2:6][CH2:5][N:4]([C:7]([O:9][C:10]([CH3:13])([CH3:12])[CH3:11])=[O:8])[CH2:3]1)(=[O:23])=[O:22], predict the reactants needed to synthesize it. The reactants are: [OH:1][CH:2]1[CH2:6][CH2:5][N:4]([C:7]([O:9][C:10]([CH3:13])([CH3:12])[CH3:11])=[O:8])[CH2:3]1.C(N(CC)CC)C.[S:21](Cl)([CH3:24])(=[O:23])=[O:22].O.